From a dataset of Forward reaction prediction with 1.9M reactions from USPTO patents (1976-2016). Predict the product of the given reaction. (1) The product is: [CH3:20][O:21][C:22]1[C:23](=[O:49])[C:24]([CH3:48])=[C:25]([CH2:31][C:32]2[CH:33]=[CH:34][C:35]([O:41][C:42]3[CH:47]=[CH:46][CH:45]=[CH:44][CH:43]=3)=[C:36]([CH:40]=2)[C:37]([N:3]2[CH2:4][CH2:5][CH2:6][CH2:7][CH:2]2[CH3:1])=[O:38])[C:26](=[O:30])[C:27]=1[O:28][CH3:29]. Given the reactants [CH3:1][CH:2]1[CH2:7][CH2:6][CH2:5][CH2:4][NH:3]1.Cl.C(N=C=NCCCN(C)C)C.[CH3:20][O:21][C:22]1[C:23](=[O:49])[C:24]([CH3:48])=[C:25]([CH2:31][C:32]2[CH:33]=[CH:34][C:35]([O:41][C:42]3[CH:47]=[CH:46][CH:45]=[CH:44][CH:43]=3)=[C:36]([CH:40]=2)[C:37](O)=[O:38])[C:26](=[O:30])[C:27]=1[O:28][CH3:29], predict the reaction product. (2) Given the reactants C[O:2][C:3]([C:5]1[C:10]([O:11][CH2:12][C:13]([F:16])([F:15])[F:14])=[CH:9][CH:8]=[CH:7][N:6]=1)=[O:4].[OH-].[Li+], predict the reaction product. The product is: [F:16][C:13]([F:14])([F:15])[CH2:12][O:11][C:10]1[C:5]([C:3]([OH:4])=[O:2])=[N:6][CH:7]=[CH:8][CH:9]=1. (3) The product is: [C:60]([C:53]1[CH:54]=[CH:55][C:56]([O:34][CH2:35][C:36]2[CH:37]=[C:38]([S:42][C:43]3[CH:44]=[CH:45][C:46]([C:49]#[N:50])=[N:47][CH:48]=3)[CH:39]=[CH:40][CH:41]=2)=[C:57]([CH3:58])[C:52]=1[OH:51])(=[O:62])[CH3:61]. Given the reactants C1(P(C2C=CC=CC=2)C2C=CC=CC=2)C=CC=CC=1.CC(OC(/N=N/C(OC(C)C)=O)=O)C.[OH:34][CH2:35][C:36]1[CH:37]=[C:38]([S:42][C:43]2[CH:44]=[CH:45][C:46]([C:49]#[N:50])=[N:47][CH:48]=2)[CH:39]=[CH:40][CH:41]=1.[OH:51][C:52]1[C:57]([CH3:58])=[C:56](O)[CH:55]=[CH:54][C:53]=1[C:60](=[O:62])[CH3:61], predict the reaction product. (4) Given the reactants [F:1][C:2]1[CH:7]=[CH:6][C:5]([C:8]2[C:12]3[C:13]([CH3:20])=[C:14]([NH2:19])[C:15]([CH3:18])=[C:16]([CH3:17])[C:11]=3[O:10][C:9]=2[CH3:21])=[CH:4][CH:3]=1.[F:22][C:23]1[CH:31]=[CH:30][C:26]([C:27](Cl)=[O:28])=[CH:25][CH:24]=1, predict the reaction product. The product is: [F:22][C:23]1[CH:31]=[CH:30][C:26]([C:27]([NH:19][C:14]2[C:15]([CH3:18])=[C:16]([CH3:17])[C:11]3[O:10][C:9]([CH3:21])=[C:8]([C:5]4[CH:6]=[CH:7][C:2]([F:1])=[CH:3][CH:4]=4)[C:12]=3[C:13]=2[CH3:20])=[O:28])=[CH:25][CH:24]=1. (5) Given the reactants [CH2:1]([O:8][C:9]1[CH:14]=[CH:13][C:12]([CH2:15][CH2:16][OH:17])=[CH:11][C:10]=1[C@@H:18]([C:28]1[CH:33]=[CH:32][CH:31]=[CH:30][CH:29]=1)[CH2:19][CH2:20][N:21]([CH:25]([CH3:27])[CH3:26])[CH:22]([CH3:24])[CH3:23])[C:2]1[CH:7]=[CH:6][CH:5]=[CH:4][CH:3]=1.C(N(CC)C(C)C)(C)C.[CH3:43][S:44](Cl)(=[O:46])=[O:45], predict the reaction product. The product is: [CH3:43][S:44]([O:17][CH2:16][CH2:15][C:12]1[CH:13]=[CH:14][C:9]([O:8][CH2:1][C:2]2[CH:3]=[CH:4][CH:5]=[CH:6][CH:7]=2)=[C:10]([C@@H:18]([C:28]2[CH:29]=[CH:30][CH:31]=[CH:32][CH:33]=2)[CH2:19][CH2:20][N:21]([CH:25]([CH3:26])[CH3:27])[CH:22]([CH3:23])[CH3:24])[CH:11]=1)(=[O:46])=[O:45]. (6) The product is: [O:19]=[C:18]1[CH2:17][CH2:16][O:15][CH2:14][CH:13]1[C:6]1[CH:7]=[CH:8][C:3]([C:1]#[N:2])=[CH:4][CH:5]=1. Given the reactants [C:1]([C:3]1[CH:8]=[CH:7][C:6](B(O)O)=[CH:5][CH:4]=1)#[N:2].I[CH:13]1[C:18](OC)([O:19]C)[CH2:17][CH2:16][O:15][CH2:14]1, predict the reaction product. (7) Given the reactants [C:1]([OH:5])(=[O:4])[CH2:2][CH3:3].[Ca:6], predict the reaction product. The product is: [C:1]([O-:5])(=[O:4])[CH2:2][CH3:3].[Ca+2:6].[C:1]([O-:5])(=[O:4])[CH2:2][CH3:3].